This data is from Forward reaction prediction with 1.9M reactions from USPTO patents (1976-2016). The task is: Predict the product of the given reaction. Given the reactants [Cl:1][C:2]1[S:20][C:5]2=[CH:6][C:7]3[N:8](C(=O)C(F)(F)F)[CH2:9][CH2:10][O:11][C:12]=3[CH:13]=[C:4]2[N:3]=1.[BH4-].[Na+], predict the reaction product. The product is: [Cl:1][C:2]1[S:20][C:5]2=[CH:6][C:7]3[NH:8][CH2:9][CH2:10][O:11][C:12]=3[CH:13]=[C:4]2[N:3]=1.